From a dataset of Full USPTO retrosynthesis dataset with 1.9M reactions from patents (1976-2016). Predict the reactants needed to synthesize the given product. Given the product [Cl:24][C:17]1[N:16]=[C:15]2[C:20]([N:21]=[CH:22][N:14]2[C@@H:12]2[CH2:13][C@H:9]([N:8]3[N:36]=[N:35][C:34]([CH2:32][CH3:33])=[N:38]3)[CH:10]=[CH:11]2)=[C:19]([Cl:23])[N:18]=1, predict the reactants needed to synthesize it. The reactants are: C([N:8](C(OC(C)(C)C)=O)[C@H:9]1[CH2:13][C@@H:12]([N:14]2[CH:22]=[N:21][C:20]3[C:15]2=[N:16][C:17]([Cl:24])=[N:18][C:19]=3[Cl:23])[CH:11]=[CH:10]1)(OC(C)(C)C)=O.[CH2:32]([C:34]1[NH:38]N=[N:36][N:35]=1)[CH3:33].